Dataset: Full USPTO retrosynthesis dataset with 1.9M reactions from patents (1976-2016). Task: Predict the reactants needed to synthesize the given product. Given the product [C:23]([C:25]1[CH:33]=[CH:32][C:28]([C:29]([NH:2][CH:3]2[CH2:8][CH2:7][N:6]([CH2:9][C@H:10]([OH:11])[C:12]3[C:13]([CH3:22])=[C:14]4[C:18](=[CH:19][CH:20]=3)[C:17](=[O:21])[O:16][CH2:15]4)[CH2:5][CH2:4]2)=[O:30])=[CH:27][C:26]=1[CH3:34])#[N:24], predict the reactants needed to synthesize it. The reactants are: Cl.[NH2:2][CH:3]1[CH2:8][CH2:7][N:6]([CH2:9][C@@H:10]([C:12]2[C:13]([CH3:22])=[C:14]3[C:18](=[CH:19][CH:20]=2)[C:17](=[O:21])[O:16][CH2:15]3)[OH:11])[CH2:5][CH2:4]1.[C:23]([C:25]1[CH:33]=[CH:32][C:28]([C:29](O)=[O:30])=[CH:27][C:26]=1[CH3:34])#[N:24].